Dataset: Reaction yield outcomes from USPTO patents with 853,638 reactions. Task: Predict the reaction yield, written as a fraction of the theoretical maximum amount of product (1.0 means a 100% yield; for example, 0.34 means a 34% yield). (1) The reactants are [Cl:1][C:2]1[CH:3]=[CH:4][C:5]([O:10][CH2:11][C:12]([N:14]2[CH2:19][C@H:18]([CH3:20])[N:17]([CH2:21][C:22]3[CH:27]=[CH:26][C:25]([F:28])=[CH:24][CH:23]=3)[CH2:16][C@H:15]2[CH3:29])=[O:13])=[C:6]([CH:9]=1)[CH2:7][NH2:8].[O:30]=[C:31]1[C:39]2[C:34](=[CH:35][CH:36]=[CH:37][CH:38]=2)[C:33](=[O:40])[N:32]1[CH2:41][CH2:42][S:43](Cl)(=[O:45])=[O:44].C(N(CC)CC)C. The catalyst is C(Cl)Cl.C(=O)([O-])O.[Na+]. The product is [Cl:1][C:2]1[CH:3]=[CH:4][C:5]([O:10][CH2:11][C:12]([N:14]2[CH2:19][C@H:18]([CH3:20])[N:17]([CH2:21][C:22]3[CH:23]=[CH:24][C:25]([F:28])=[CH:26][CH:27]=3)[CH2:16][C@H:15]2[CH3:29])=[O:13])=[C:6]([CH:9]=1)[CH2:7][NH:8][S:43]([CH2:42][CH2:41][N:32]1[C:31](=[O:30])[C:39]2[C:34](=[CH:35][CH:36]=[CH:37][CH:38]=2)[C:33]1=[O:40])(=[O:44])=[O:45]. The yield is 0.770. (2) The catalyst is CO.O. The reactants are [CH2:1]([N:5]1[C:9](=[O:10])[C:8]2=[CH:11][C:12]([N+:15]([O-])=O)=[CH:13][CH:14]=[C:7]2[C:6]1=[O:18])[CH2:2][CH2:3][CH3:4].S(S([O-])=O)([O-])=O.[Na+].[Na+].C(=O)([O-])[O-].[Na+].[Na+]. The yield is 0.590. The product is [CH2:1]([N:5]1[C:9](=[O:10])[C:8]2=[CH:11][C:12]([NH2:15])=[CH:13][CH:14]=[C:7]2[C:6]1=[O:18])[CH2:2][CH2:3][CH3:4].